Dataset: Forward reaction prediction with 1.9M reactions from USPTO patents (1976-2016). Task: Predict the product of the given reaction. (1) The product is: [CH2:19]([O:10][C:9]([C:3]1[C:2]([Br:1])=[CH:6][S:5][C:4]=1[CH:7]=[O:8])=[O:11])[CH3:20]. Given the reactants [Br:1][C:2]1[C:3]([C:9]([OH:11])=[O:10])=[C:4]([CH:7]=[O:8])[S:5][CH:6]=1.C([O-])([O-])=O.[K+].[K+].I[CH2:19][CH3:20], predict the reaction product. (2) Given the reactants [F:1][C:2]1[CH:7]=[C:6]([I:8])[CH:5]=[CH:4][C:3]=1[NH:9][C:10]1[N:11]([CH3:23])[C:12]2[C:13](=[O:22])[CH2:14][CH2:15][CH2:16][C:17]=2[C:18]=1[C:19]([OH:21])=O.CC1(C)[O:29][C@@H:28]([CH2:30][O:31][NH2:32])[CH2:27][O:26]1.C1C=CC2N(O)N=NC=2C=1.C(Cl)CCl.C1(C)C=CC(S(O)(=O)=O)=CC=1, predict the reaction product. The product is: [OH:29][C@H:28]([CH2:27][OH:26])[CH2:30][O:31][NH:32][C:19]([C:18]1[C:17]2[CH2:16][CH2:15][CH2:14][C:13](=[O:22])[C:12]=2[N:11]([CH3:23])[C:10]=1[NH:9][C:3]1[CH:4]=[CH:5][C:6]([I:8])=[CH:7][C:2]=1[F:1])=[O:21]. (3) Given the reactants [Li+].CC([N-]C(C)C)C.[CH3:9][O:10][C:11]1[CH:16]=[CH:15][C:14]([C:17](=[O:19])[CH3:18])=[CH:13][CH:12]=1.[C:20]([C:24]1[CH:31]=[CH:30][C:27]([CH:28]=[O:29])=[CH:26][CH:25]=1)([CH3:23])([CH3:22])[CH3:21].[NH4+].[Cl-], predict the reaction product. The product is: [C:20]([C:24]1[CH:25]=[CH:26][C:27]([CH:28]([OH:29])[CH2:18][C:17]([C:14]2[CH:15]=[CH:16][C:11]([O:10][CH3:9])=[CH:12][CH:13]=2)=[O:19])=[CH:30][CH:31]=1)([CH3:23])([CH3:21])[CH3:22]. (4) Given the reactants C(OC(=O)[NH:7][C@H:8]1[CH2:16][O:15][CH2:14][C@H:13]([CH2:17][C:18]2[CH:23]=[CH:22][C:21]([CH3:24])=[CH:20][CH:19]=2)[C@@H:12]([O:25][CH2:26][CH:27]([CH3:29])[CH3:28])[C@H:11]([CH3:30])[O:10][C:9]1=[O:31])(C)(C)C.Cl.O1CCOCC1, predict the reaction product. The product is: [NH2:7][C@H:8]1[CH2:16][O:15][CH2:14][C@H:13]([CH2:17][C:18]2[CH:23]=[CH:22][C:21]([CH3:24])=[CH:20][CH:19]=2)[C@@H:12]([O:25][CH2:26][CH:27]([CH3:28])[CH3:29])[C@H:11]([CH3:30])[O:10][C:9]1=[O:31]. (5) The product is: [OH:40][CH2:39][CH2:38][O:37][CH2:36][CH2:35][O:34][CH2:33][CH2:32][O:31][CH2:30][CH2:29][O:1][N:2]1[C:3](=[O:12])[C:4]2[C:5](=[CH:8][CH:9]=[CH:10][CH:11]=2)[C:6]1=[O:7]. Given the reactants [OH:1][N:2]1[C:6](=[O:7])[C:5]2=[CH:8][CH:9]=[CH:10][CH:11]=[C:4]2[C:3]1=[O:12].C(=O)(O)[O-].[Na+].CC1C=CC(S(O[CH2:29][CH2:30][O:31][CH2:32][CH2:33][O:34][CH2:35][CH2:36][O:37][CH2:38][CH2:39][OH:40])(=O)=O)=CC=1, predict the reaction product. (6) Given the reactants [C:1]([CH:5]1[CH2:13][C:12]2[C:7](=[CH:8][CH:9]=[CH:10][CH:11]=2)[NH:6]1)([CH3:4])([CH3:3])[CH3:2].[N+:14]([O-])([O-:16])=[O:15].[K+].C([O-])([O-])=O.[Na+].[Na+], predict the reaction product. The product is: [C:1]([CH:5]1[CH2:13][C:12]2[C:7](=[CH:8][C:9]([N+:14]([O-:16])=[O:15])=[CH:10][CH:11]=2)[NH:6]1)([CH3:4])([CH3:2])[CH3:3]. (7) Given the reactants [N:1]1[C:10]2[C:5](=[CH:6][CH:7]=[CH:8][CH:9]=2)[CH:4]=[C:3]([NH:11][S:12]([C:15]2[C:16](Cl)=[N:17][CH:18]=[C:19]([Br:21])[CH:20]=2)(=[O:14])=[O:13])[CH:2]=1.[CH3:23][O-:24].[Na+], predict the reaction product. The product is: [N:1]1[C:10]2[C:5](=[CH:6][CH:7]=[CH:8][CH:9]=2)[CH:4]=[C:3]([NH:11][S:12]([C:15]2[C:16]([O:24][CH3:23])=[N:17][CH:18]=[C:19]([Br:21])[CH:20]=2)(=[O:14])=[O:13])[CH:2]=1.